This data is from Forward reaction prediction with 1.9M reactions from USPTO patents (1976-2016). The task is: Predict the product of the given reaction. (1) Given the reactants [F:1][C:2]1[CH:3]=[C:4]2[C:9](=[CH:10][CH:11]=1)[N:8]([CH2:12][CH2:13][N:14]1[CH2:19][CH2:18][CH:17]([NH:20]C(=O)OC(C)(C)C)[CH2:16][CH2:15]1)[C:7](=[O:28])[CH:6]=[N:5]2.FC(F)(F)C(O)=O.NC1CCN(CCN2C3C(=CC=C(F)C=3)N=CC2=O)CC1, predict the reaction product. The product is: [NH2:20][CH:17]1[CH2:16][CH2:15][N:14]([CH2:13][CH2:12][N:8]2[C:9]3[C:4](=[CH:3][C:2]([F:1])=[CH:11][CH:10]=3)[N:5]=[CH:6][C:7]2=[O:28])[CH2:19][CH2:18]1. (2) The product is: [Cl:1][C:2]1[CH:7]=[C:6]([O:11][C:12]2[CH:13]=[C:14]3[C:19](=[CH:20][CH:21]=2)[N:18]=[CH:17][C:16]([C:22]([OH:24])=[O:23])=[CH:15]3)[CH:5]=[CH:4][N:3]=1. Given the reactants [Cl:1][C:2]1[CH:7]=[C:6]([N+]([O-])=O)[CH:5]=[CH:4][N:3]=1.[OH:11][C:12]1[CH:13]=[C:14]2[C:19](=[CH:20][CH:21]=1)[N:18]=[CH:17][C:16]([C:22]([OH:24])=[O:23])=[CH:15]2.C(=O)([O-])[O-].[Cs+].[Cs+].CC(=O)OCC, predict the reaction product.